From a dataset of Reaction yield outcomes from USPTO patents with 853,638 reactions. Predict the reaction yield, written as a fraction of the theoretical maximum amount of product (1.0 means a 100% yield; for example, 0.34 means a 34% yield). The reactants are [NH2:1][C:2]1[CH:7]=[CH:6][C:5]([C:8]2[CH:13]=[CH:12][C:11]([NH:14][C:15](=[O:21])[O:16][C:17]([CH3:20])([CH3:19])[CH3:18])=[CH:10][CH:9]=2)=[CH:4][CH:3]=1.C[Si](C)(C)[C:24]#[N:25].II.[CH3:30][C:31]([CH3:33])=O. No catalyst specified. The product is [C:24]([C:31]([NH:1][C:2]1[CH:3]=[CH:4][C:5]([C:8]2[CH:13]=[CH:12][C:11]([NH:14][C:15](=[O:21])[O:16][C:17]([CH3:18])([CH3:20])[CH3:19])=[CH:10][CH:9]=2)=[CH:6][CH:7]=1)([CH3:33])[CH3:30])#[N:25]. The yield is 0.870.